From a dataset of Drug-target binding data from BindingDB using IC50 measurements. Regression. Given a target protein amino acid sequence and a drug SMILES string, predict the binding affinity score between them. We predict pIC50 (pIC50 = -log10(IC50 in M); higher means more potent). Dataset: bindingdb_ic50. (1) The small molecule is O=C(O)c1ccc(-c2nn(C(=O)c3c(Cl)cccc3C(F)(F)F)c3cc(NC(=O)C4CC4)ccc23)c(F)c1. The target protein (P51450) has sequence MDRAPQRHHRTSRELLAAKKTHTSQIEVIPCKICGDKSSGIHYGVITCEGCKGFFRRSQQCNVAYSCTRQQNCPIDRTSRNRCQHCRLQKCLALGMSRDAVKFGRMSKKQRDSLHAEVQKQLQQQQQQEQVAKTPPAGSRGADTLTYTLGLSDGQLPLGASPDLPEASACPPGLLRASGSGPPYSNTLAKTEVQGASCHLEYSPERGKAEGRDSIYSTDGQLTLGRCGLRFEETRHPELGEPEQGPDSHCIPSFCSAPEVPYASLTDIEYLVQNVCKSFRETCQLRLEDLLRQRTNLFSREEVTSYQRKSMWEMWERCAHHLTEAIQYVVEFAKRLSGFMELCQNDQIILLTAGAMEVVLVRMCRAYNANNHTVFFEGKYGGVELFRALGCSELISSIFDFSHFLSALCFSEDEIALYTALVLINANRPGLQEKRRVEHLQYNLELAFHHHLCKTHRQGLLAKLPPKGKLRSLCSQHVEKLQIFQHLHPIVVQAAFPPLY.... The pIC50 is 6.5. (2) The pIC50 is 4.0. The target protein (P59264) has sequence HLLQFRKMIKKMTGKEPIVSYAFYGCYCGKGGRGKPKDATDRCCFVHDCCYEKVTGCDPKWSYYTYSLEDGDIVCEGDPYCTKVKCECDKKAAICFRDNLKTYKNRYMTFPDIFCTDPTEGC. The small molecule is Cc1ccc(C(=O)Oc2ccc(C)cc2C(=O)c2ccc(C)cc2)cc1. (3) The drug is Cc1nnc2n1-c1sc(C#CCn3c(=O)[nH]c4ccccc43)cc1C(c1ccccc1Cl)=NC2. The target protein (P25105) has sequence MEPHDSSHMDSEFRYTLFPIVYSIIFVLGVIANGYVLWVFARLYPCKKFNEIKIFMVNLTMADMLFLITLPLWIVYYQNQGNWILPKFLCNVAGCLFFINTYCSVAFLGVITYNRFQAVTRPIKTAQANTRKRGISLSLVIWVAIVGAASYFLILDSTNTVPDSAGSGNVTRCFEHYEKGSVPVLIIHIFIVFSFFLVFLIILFCNLVIIRTLLMQPVQQQRNAEVKRRALWMVCTVLAVFIICFVPHHVVQLPWTLAELGFQDSKFHQAINDAHQVTLCLLSTNCVLDPVIYCFLTKKFRKHLTEKFYSMRSSRKCSRATTDTVTEVVVPFNQIPGNSLKN. The pIC50 is 8.0. (4) The drug is C[C@]12CC[C@@H]3c4ccc(O)cc4CC[C@H]3[C@@H]1CC[C@@H]2O. The target protein (P80456) has sequence MEPAPELLFYVNGRKVVEKQVDPETMLLPYLRKKLRLTGTKYGCGGGGCGACTVMISRYNRVTKKIRHYPVNACLTPICSLYGAAVTTVEGIGSTTTRLHPVQERIAKFHGTQCGFCTPGMVMSMYALLRNHPEPTLDQLADALGGNLCRCTGYRPIIEAYKTFCKTSDCCQNKENGFCCLDQGINGLPEVEEENQTRPNLFSEEEYLPLDPTQELIFPPELMTMAEKQPQRTRVFSGERMMWISPVTLKALLEAKSTYPQAPVVMGNTSVGPGVKFKGIFHPVIISPDSIEELNVVSHTHSGLTLGAGLSLAQVKDILADVVQKVPEENAQTYRALLKHLGTLAGSQIRNMASLGGHIISRHLDSDLNPLLAVGNCTLNVLSKEGERQIPLDEQFLSRCPEADLKPQEILASVHIPYSRKWEFVLAFRQAQRKQNALAIVNSGMRVFFGEGDGIIRELAISYGGVGPTIICAKNSCQKLIGRSWNEEMLDTACRLILDE.... The pIC50 is 4.4.